This data is from Reaction yield outcomes from USPTO patents with 853,638 reactions. The task is: Predict the reaction yield, written as a fraction of the theoretical maximum amount of product (1.0 means a 100% yield; for example, 0.34 means a 34% yield). The reactants are [SH:1][C:2]1[N:7]=[CH:6][CH:5]=[CH:4][N:3]=1.C1C(=O)N(Cl)C(=O)C1.[Br-].[CH3:17][O:18][C:19]1[CH:20]=[C:21]([Zn+])[CH:22]=[C:23]([O:27][CH3:28])[C:24]=1[O:25][CH3:26]. No catalyst specified. The product is [CH3:28][O:27][C:23]1[CH:22]=[C:21]([S:1][C:2]2[N:7]=[CH:6][CH:5]=[CH:4][N:3]=2)[CH:20]=[C:19]([O:18][CH3:17])[C:24]=1[O:25][CH3:26]. The yield is 0.430.